Dataset: Catalyst prediction with 721,799 reactions and 888 catalyst types from USPTO. Task: Predict which catalyst facilitates the given reaction. (1) Reactant: CC([N:5]([C@H:9]([CH2:19][N:20]1[C:28](=[O:29])[C:27]2[C:22](=[CH:23][CH:24]=[CH:25][CH:26]=2)[C:21]1=[O:30])[CH2:10][C:11]1[C:16]([F:17])=[CH:15][CH:14]=[CH:13][C:12]=1[F:18])C(=O)[O-])(C)C.Cl.O1CCOCC1. Product: [NH2:5][C@@H:9]([CH2:10][C:11]1[C:12]([F:18])=[CH:13][CH:14]=[CH:15][C:16]=1[F:17])[CH2:19][N:20]1[C:21](=[O:30])[C:22]2[C:27](=[CH:26][CH:25]=[CH:24][CH:23]=2)[C:28]1=[O:29]. The catalyst class is: 147. (2) Reactant: Cl.[I:2][C:3]1[CH:8]=[CH:7][C:6]([N:9]2[CH2:14][CH2:13][NH:12][CH2:11][CH2:10]2)=[CH:5][CH:4]=1.[OH-].[Na+].[C:17](O[C:17]([O:19][C:20]([CH3:23])([CH3:22])[CH3:21])=[O:18])([O:19][C:20]([CH3:23])([CH3:22])[CH3:21])=[O:18]. Product: [I:2][C:3]1[CH:4]=[CH:5][C:6]([N:9]2[CH2:14][CH2:13][N:12]([C:17]([O:19][C:20]([CH3:23])([CH3:22])[CH3:21])=[O:18])[CH2:11][CH2:10]2)=[CH:7][CH:8]=1. The catalyst class is: 6. (3) Product: [C:1]([C:4]1[C:5](=[O:34])[N:6]([CH3:33])[C:7]2[C:12]([C:13]=1[NH2:14])=[CH:11][C:10]([C:18]1[CH:19]=[CH:20][C:21]([Cl:24])=[CH:22][CH:23]=1)=[C:9]([C:25]1[CH:30]=[CH:29][C:28]([Cl:31])=[CH:27][C:26]=1[Cl:32])[N:8]=2)(=[O:3])[CH3:2]. Reactant: [C:1]([C:4]1[C:5](=[O:34])[N:6]([CH3:33])[C:7]2[C:12]([C:13]=1[NH:14]C(=O)C)=[CH:11][C:10]([C:18]1[CH:23]=[CH:22][C:21]([Cl:24])=[CH:20][CH:19]=1)=[C:9]([C:25]1[CH:30]=[CH:29][C:28]([Cl:31])=[CH:27][C:26]=1[Cl:32])[N:8]=2)(=[O:3])[CH3:2].Cl. The catalyst class is: 225.